This data is from Peptide-MHC class I binding affinity with 185,985 pairs from IEDB/IMGT. The task is: Regression. Given a peptide amino acid sequence and an MHC pseudo amino acid sequence, predict their binding affinity value. This is MHC class I binding data. (1) The peptide sequence is ITWYSRNFW. The MHC is Mamu-A01 with pseudo-sequence Mamu-A01. The binding affinity (normalized) is 0.355. (2) The peptide sequence is GLHAAAPHL. The MHC is HLA-A02:11 with pseudo-sequence HLA-A02:11. The binding affinity (normalized) is 0.898. (3) The peptide sequence is RGILEDEQM. The MHC is Mamu-A02 with pseudo-sequence Mamu-A02. The binding affinity (normalized) is 0.223. (4) The peptide sequence is MPAYIRNTL. The MHC is HLA-A03:01 with pseudo-sequence HLA-A03:01. The binding affinity (normalized) is 0.0847.